This data is from Reaction yield outcomes from USPTO patents with 853,638 reactions. The task is: Predict the reaction yield, written as a fraction of the theoretical maximum amount of product (1.0 means a 100% yield; for example, 0.34 means a 34% yield). (1) The reactants are Cl[C:2]1[CH:7]=[C:6]([O:8][CH3:9])[N:5]=[C:4]([N:10]2[CH2:14][CH2:13][CH2:12][C@H:11]2[C:15]2[O:19][N:18]=[C:17]([C:20]3[N:25]=[CH:24][CH:23]=[CH:22][N:21]=3)[CH:16]=2)[N:3]=1.[NH2:26][C:27]1[N:31](C(OC(C)(C)C)=O)[N:30]=[C:29]([CH3:39])[CH:28]=1.C(=O)([O-])[O-].[Cs+].[Cs+]. The catalyst is O1CCOCC1. The product is [CH3:9][O:8][C:6]1[N:5]=[C:4]([N:10]2[CH2:14][CH2:13][CH2:12][C@H:11]2[C:15]2[O:19][N:18]=[C:17]([C:20]3[N:25]=[CH:24][CH:23]=[CH:22][N:21]=3)[CH:16]=2)[N:3]=[C:2]([NH:26][C:27]2[CH:28]=[C:29]([CH3:39])[NH:30][N:31]=2)[CH:7]=1. The yield is 0.170. (2) The reactants are [CH:1]1[C:14]2[NH:13][C:12]3[C:7](=[CH:8][CH:9]=[CH:10][CH:11]=3)[S:6][C:5]=2[CH:4]=[CH:3][CH:2]=1.[C:15](Cl)(=[O:17])[CH3:16]. The catalyst is C1(C)C=CC=CC=1. The product is [C:15]([N:13]1[C:14]2[CH:1]=[CH:2][CH:3]=[CH:4][C:5]=2[S:6][C:7]2[C:12]1=[CH:11][CH:10]=[CH:9][CH:8]=2)(=[O:17])[CH3:16]. The yield is 1.00. (3) The reactants are [CH3:1][C:2]([Si:5]([CH3:37])([CH3:36])[O:6][CH2:7][C@@H:8]([O:10][C:11]1[CH:12]=[C:13]([CH:25]=[C:26]([O:28]CC2C=CC=CC=2)[CH:27]=1)[C:14]([NH:16][C:17]1[CH:21]=[CH:20][N:19]([CH:22]([CH3:24])[CH3:23])[N:18]=1)=[O:15])[CH3:9])([CH3:4])[CH3:3]. The catalyst is C1COCC1. The product is [CH3:1][C:2]([Si:5]([CH3:37])([CH3:36])[O:6][CH2:7][C@@H:8]([O:10][C:11]1[CH:12]=[C:13]([CH:25]=[C:26]([OH:28])[CH:27]=1)[C:14]([NH:16][C:17]1[CH:21]=[CH:20][N:19]([CH:22]([CH3:24])[CH3:23])[N:18]=1)=[O:15])[CH3:9])([CH3:4])[CH3:3]. The yield is 0.970. (4) The reactants are [CH3:1][N:2]1[C:7](=[O:8])[C:6]([NH:9][C:10]2[CH:15]=[CH:14][C:13]([N:16]3[CH2:21][CH2:20][N:19]([CH:22]4[CH2:25][O:24][CH2:23]4)[CH2:18][CH2:17]3)=[CH:12][N:11]=2)=[CH:5][C:4]([C:26]2[C:31]([CH:32]=[O:33])=[C:30]([N:34]3[CH2:46][CH2:45][N:37]4[C:38]5[CH2:39][CH2:40][CH2:41][CH2:42][C:43]=5[CH:44]=[C:36]4[C:35]3=[O:47])[N:29]=[CH:28][CH:27]=2)=[CH:3]1.[BH4-].[Na+]. The catalyst is CO. The product is [OH:33][CH2:32][C:31]1[C:30]([N:34]2[CH2:46][CH2:45][N:37]3[C:38]4[CH2:39][CH2:40][CH2:41][CH2:42][C:43]=4[CH:44]=[C:36]3[C:35]2=[O:47])=[N:29][CH:28]=[CH:27][C:26]=1[C:4]1[CH:5]=[C:6]([NH:9][C:10]2[CH:15]=[CH:14][C:13]([N:16]3[CH2:17][CH2:18][N:19]([CH:22]4[CH2:25][O:24][CH2:23]4)[CH2:20][CH2:21]3)=[CH:12][N:11]=2)[C:7](=[O:8])[N:2]([CH3:1])[CH:3]=1. The yield is 0.450. (5) The reactants are C[O-].[Na+].CO.[Cl:6][C:7]1[CH:12]=[CH:11][CH:10]=[CH:9][C:8]=1[SH:13].Cl[C:15]1[S:19][C:18]([C:20](=[O:22])[CH3:21])=[CH:17][C:16]=1[N+:23]([O-:25])=[O:24]. No catalyst specified. The product is [Cl:6][C:7]1[CH:12]=[CH:11][CH:10]=[CH:9][C:8]=1[S:13][C:15]1[S:19][C:18]([C:20](=[O:22])[CH3:21])=[CH:17][C:16]=1[N+:23]([O-:25])=[O:24]. The yield is 0.526. (6) The reactants are [CH3:1][O:2][CH:3]([O:12][CH3:13])[CH:4]([N:6]([O:10][CH3:11])[C:7]([NH2:9])=[O:8])[CH3:5].Cl[C:15]1[CH:20]=[C:19]([C:21]([F:24])([F:23])[F:22])[CH:18]=[CH:17][N:16]=1.C(=O)([O-])[O-].[K+].[K+].C1(P(C2C=CC=CC=2)C2C3OC4C(=CC=CC=4P(C4C=CC=CC=4)C4C=CC=CC=4)C(C)(C)C=3C=CC=2)C=CC=CC=1. The catalyst is O1CCOCC1.CCOC(C)=O.C1C=CC(/C=C/C(/C=C/C2C=CC=CC=2)=O)=CC=1.C1C=CC(/C=C/C(/C=C/C2C=CC=CC=2)=O)=CC=1.C1C=CC(/C=C/C(/C=C/C2C=CC=CC=2)=O)=CC=1.[Pd].[Pd]. The product is [CH3:13][O:12][CH:3]([O:2][CH3:1])[CH:4]([N:6]([O:10][CH3:11])[C:7]([NH:9][C:15]1[CH:20]=[C:19]([C:21]([F:24])([F:23])[F:22])[CH:18]=[CH:17][N:16]=1)=[O:8])[CH3:5]. The yield is 0.320. (7) The reactants are [O:1]=[C:2]([C:8]1[S:9][C:10]([C:13]2[CH:18]=[CH:17][N:16]=[CH:15][CH:14]=2)=[CH:11][CH:12]=1)[CH2:3][C:4]([O:6][CH3:7])=[O:5].[Cl:19][C:20]1[CH:27]=[CH:26][C:23]([CH:24]=O)=[CH:22][CH:21]=1.N1CCCCC1.C1C=CC=CC=1.C(O)(=O)C. No catalyst specified. The product is [Cl:19][C:20]1[CH:27]=[CH:26][C:23](/[CH:24]=[C:3](/[C:2]([C:8]2[S:9][C:10]([C:13]3[CH:14]=[CH:15][N:16]=[CH:17][CH:18]=3)=[CH:11][CH:12]=2)=[O:1])\[C:4]([O:6][CH3:7])=[O:5])=[CH:22][CH:21]=1. The yield is 0.630.